From a dataset of Full USPTO retrosynthesis dataset with 1.9M reactions from patents (1976-2016). Predict the reactants needed to synthesize the given product. Given the product [F:9][C:8]1[C:3]([CH2:2][N:21]2[C:22](=[O:29])[C:23]3[C:28](=[CH:27][CH:26]=[CH:25][CH:24]=3)[C:20]2=[O:19])=[CH:4][C:5]([CH:10]2[CH2:13][CH:12]([O:14][C:15]([F:18])([F:17])[F:16])[CH2:11]2)=[N:6][CH:7]=1, predict the reactants needed to synthesize it. The reactants are: Cl[CH2:2][C:3]1[C:8]([F:9])=[CH:7][N:6]=[C:5]([CH:10]2[CH2:13][CH:12]([O:14][C:15]([F:18])([F:17])[F:16])[CH2:11]2)[CH:4]=1.[O:19]=[C:20]1[C:28]2[C:23](=[CH:24][CH:25]=[CH:26][CH:27]=2)[C:22](=[O:29])[N-:21]1.[K+].CN(C)C=O.